From a dataset of Forward reaction prediction with 1.9M reactions from USPTO patents (1976-2016). Predict the product of the given reaction. (1) Given the reactants [OH:1][C:2]1[CH:11]=[C:10]2[C:5]([CH2:6][CH2:7][N:8]([CH3:13])[C:9]2=[O:12])=[CH:4][CH:3]=1.Br[CH2:15][CH2:16][CH2:17][CH2:18][Cl:19], predict the reaction product. The product is: [Cl:19][CH2:18][CH2:17][CH2:16][CH2:15][O:1][C:2]1[CH:11]=[C:10]2[C:5]([CH2:6][CH2:7][N:8]([CH3:13])[C:9]2=[O:12])=[CH:4][CH:3]=1. (2) Given the reactants [F:1][C:2]1[CH:3]=[N:4][C:5]2[C:10]([C:11]=1[CH:12]([OH:15])[CH2:13][OH:14])=[N:9][C:8]([O:16][CH3:17])=[CH:7][CH:6]=2.[S:18](Cl)([C:21]1[CH:27]=[CH:26][C:24]([CH3:25])=[CH:23][CH:22]=1)(=[O:20])=[O:19], predict the reaction product. The product is: [CH3:25][C:24]1[CH:26]=[CH:27][C:21]([S:18]([O:14][CH2:13][CH:12]([C:11]2[C:10]3[C:5](=[CH:6][CH:7]=[C:8]([O:16][CH3:17])[N:9]=3)[N:4]=[CH:3][C:2]=2[F:1])[OH:15])(=[O:20])=[O:19])=[CH:22][CH:23]=1. (3) Given the reactants Br[C:2]1[CH:11]=[CH:10][CH:9]=[C:8]2[C:3]=1[CH:4]=[CH:5][C:6](Cl)=[N:7]2.[CH3:13][C:14]1[O:18][C:17]([CH2:19][NH2:20])=[CH:16][CH:15]=1.[CH3:21][O:22][CH2:23][CH2:24][O:25][CH2:26][C:27]1[CH:28]=[C:29]([CH:32]=[CH:33][CH:34]=1)[CH2:30][NH2:31], predict the reaction product. The product is: [CH3:21][O:22][CH2:23][CH2:24][O:25][CH2:26][C:27]1[CH:28]=[C:29]([CH:32]=[CH:33][CH:34]=1)[CH2:30][NH:31][C:2]1[C:3]2[CH:4]=[CH:5][C:6]([NH:20][CH2:19][C:17]3[O:18][C:14]([CH3:13])=[CH:15][CH:16]=3)=[N:7][C:8]=2[CH:9]=[CH:10][CH:11]=1. (4) The product is: [F:1][C:2]1([F:23])[CH2:7][CH2:6][CH:5]([NH:8][C:9]2[N:11]=[C:12]([NH:14][CH:15]3[CH2:20][CH2:19][C:18]([F:21])([F:22])[CH2:17][CH2:16]3)[N:13]=[C:32]([C:26]3[C:25]([F:24])=[CH:30][CH:29]=[C:28]([F:31])[N:27]=3)[N:10]=2)[CH2:4][CH2:3]1. Given the reactants [F:1][C:2]1([F:23])[CH2:7][CH2:6][CH:5]([NH:8][C:9]([NH:11][C:12]([NH:14][CH:15]2[CH2:20][CH2:19][C:18]([F:22])([F:21])[CH2:17][CH2:16]2)=[NH:13])=[NH:10])[CH2:4][CH2:3]1.[F:24][C:25]1[C:26]([C:32](OC)=O)=[N:27][C:28]([F:31])=[CH:29][CH:30]=1.C[O-].[Na+].O, predict the reaction product. (5) Given the reactants [CH2:1]=[CH:2][C:3]1[CH2:23][S:22][C@@H:6]2[C@H:7]([NH:10][C:11](/[C:13](/[C:16]3[N:20]=[C:19]([NH2:21])[S:18][CH:17]=3)=[N:14]\[OH:15])=[O:12])[C:8](=[O:9])[N:5]2[C:4]=1[C:24]([OH:26])=[O:25].C(O)=O.[S:30](=[O:34])(=O)([OH:32])[OH:31], predict the reaction product. The product is: [CH:24]([OH:26])=[O:25].[CH3:1][S:30]([OH:32])(=[O:34])=[O:31].[CH2:1]=[CH:2][C:3]1[CH2:23][S:22][C@@H:6]2[C@H:7]([NH:10][C:11](/[C:13](/[C:16]3[N:20]=[C:19]([NH2:21])[S:18][CH:17]=3)=[N:14]\[OH:15])=[O:12])[C:8](=[O:9])[N:5]2[C:4]=1[C:24]([OH:26])=[O:25]. (6) Given the reactants [CH3:1][N:2]([CH3:19])[CH2:3][CH2:4][CH:5]([N:13]1[CH:17]=[C:16]([NH2:18])[CH:15]=[N:14]1)[C:6]1[CH:7]=[C:8](C)[CH:9]=[CH:10][CH:11]=1.[Cl:20]C1C=C(C(=O)C)C=CC=1, predict the reaction product. The product is: [Cl:20][C:8]1[CH:7]=[C:6]([CH:5]([N:13]2[CH:17]=[C:16]([NH2:18])[CH:15]=[N:14]2)[CH2:4][CH2:3][N:2]([CH3:19])[CH3:1])[CH:11]=[CH:10][CH:9]=1. (7) The product is: [Br:1][C:2]1[CH:3]=[CH:4][C:5]2[O:9][C:8]([C:10]3[CH:11]=[CH:12][C:13]([OH:16])=[CH:14][CH:15]=3)=[CH:7][C:6]=2[CH:18]=1. Given the reactants [Br:1][C:2]1[CH:3]=[CH:4][C:5]2[O:9][C:8]([C:10]3[CH:15]=[CH:14][C:13]([O:16]C)=[CH:12][CH:11]=3)=[CH:7][C:6]=2[CH:18]=1.Cl.N1C=CC=CC=1, predict the reaction product. (8) Given the reactants Br[C:2]1[CH:7]=[CH:6][C:5]([C:8]2[O:12][N:11]=[C:10]([CH3:13])[C:9]=2[CH2:14][C:15]([F:25])([F:24])[CH2:16][CH2:17][C:18]2[CH:23]=[CH:22][CH:21]=[CH:20][CH:19]=2)=[CH:4][CH:3]=1.[CH2:26]([O:28][C:29](=[O:49])[CH2:30][C:31]1([C:34]2[CH:39]=[CH:38][C:37](B3OC(C)(C)C(C)(C)O3)=[CH:36][CH:35]=2)[CH2:33][CH2:32]1)[CH3:27], predict the reaction product. The product is: [CH2:26]([O:28][C:29](=[O:49])[CH2:30][C:31]1([C:34]2[CH:39]=[CH:38][C:37]([C:2]3[CH:7]=[CH:6][C:5]([C:8]4[O:12][N:11]=[C:10]([CH3:13])[C:9]=4[CH2:14][C:15]([F:25])([F:24])[CH2:16][CH2:17][C:18]4[CH:23]=[CH:22][CH:21]=[CH:20][CH:19]=4)=[CH:4][CH:3]=3)=[CH:36][CH:35]=2)[CH2:33][CH2:32]1)[CH3:27]. (9) Given the reactants [Br:1][C:2]1[CH:7]=[C:6]([CH3:8])[NH:5][C:4](=[O:9])[CH:3]=1.[CH2:10](I)[CH3:11].C([O-])([O-])=O.[K+].[K+], predict the reaction product. The product is: [Br:1][C:2]1[CH:7]=[C:6]([CH3:8])[N:5]([CH2:10][CH3:11])[C:4](=[O:9])[CH:3]=1. (10) Given the reactants [Cl:1][C:2]1[CH:7]=[CH:6][C:5]([C:8]([F:11])([F:10])[F:9])=[CH:4][C:3]=1[C:12]1[N:13]=[CH:14][C:15]([NH:18][C:19](=[O:28])[C:20]2[C:25]([F:26])=[CH:24]C=[CH:22][C:21]=2F)=[N:16][CH:17]=1.FC1C=[N:37]C=CC=1C(Cl)=O, predict the reaction product. The product is: [Cl:1][C:2]1[CH:7]=[CH:6][C:5]([C:8]([F:10])([F:9])[F:11])=[CH:4][C:3]=1[C:12]1[N:13]=[CH:14][C:15]([NH:18][C:19](=[O:28])[C:20]2[CH:21]=[CH:22][N:37]=[CH:24][C:25]=2[F:26])=[N:16][CH:17]=1.